From a dataset of Full USPTO retrosynthesis dataset with 1.9M reactions from patents (1976-2016). Predict the reactants needed to synthesize the given product. (1) Given the product [Cl:24][C:25]1[CH:33]=[N:32][CH:31]=[CH:30][C:26]=1[C:27](=[O:28])[CH2:2][C:1]([C:4]1[CH:5]=[C:6]([CH:11]=[CH:12][CH:13]=1)[C:7]([O:9][CH3:10])=[O:8])=[O:3], predict the reactants needed to synthesize it. The reactants are: [C:1]([C:4]1[CH:5]=[C:6]([CH:11]=[CH:12][CH:13]=1)[C:7]([O:9][CH3:10])=[O:8])(=[O:3])[CH3:2].C[Si]([N-][Si](C)(C)C)(C)C.[Li+].[Cl:24][C:25]1[CH:33]=[N:32][CH:31]=[CH:30][C:26]=1[C:27](Cl)=[O:28].Cl. (2) Given the product [OH:7][CH2:6][C:5]1[CH:8]=[CH:9][C:2]([O:1][CH2:17][C:18]([C:20]2[CH:25]=[CH:24][CH:23]=[CH:22][CH:21]=2)=[O:19])=[CH:3][CH:4]=1, predict the reactants needed to synthesize it. The reactants are: [OH:1][C:2]1[CH:9]=[CH:8][C:5]([CH2:6][OH:7])=[CH:4][CH:3]=1.C([O-])([O-])=O.[K+].[K+].Br[CH2:17][C:18]([C:20]1[CH:25]=[CH:24][CH:23]=[CH:22][CH:21]=1)=[O:19]. (3) Given the product [F:1][C:2]1[CH:11]=[C:10]2[C:5]([CH:6]=[CH:7][CH:8]=[N:9]2)=[CH:4][C:3]=1[CH:12]([C:14]1[N:18]2[N:19]=[C:20]([C:23]3[CH:24]=[N:25][N:26]([CH2:28][CH2:29][OH:30])[CH:27]=3)[CH:21]=[CH:22][C:17]2=[N:16][CH:15]=1)[CH3:13], predict the reactants needed to synthesize it. The reactants are: [F:1][C:2]1[CH:11]=[C:10]2[C:5]([CH:6]=[CH:7][CH:8]=[N:9]2)=[CH:4][C:3]=1[CH:12]([C:14]1[N:18]2[N:19]=[C:20]([C:23]3[CH:24]=[N:25][N:26]([CH2:28][CH2:29][O:30]C4CCCCO4)[CH:27]=3)[CH:21]=[CH:22][C:17]2=[N:16][CH:15]=1)[CH3:13].Cl. (4) Given the product [NH2:1][C:2]1[C:11]([C:12]([NH:14][C:15]2[CH:16]=[N:17][CH:18]=[C:19]([F:37])[C:20]=2[N:21]2[CH2:22][CH2:23][CH:24]([C:27]([OH:29])=[O:28])[CH2:25][CH2:26]2)=[O:13])=[C:5]2[N:6]=[CH:7][C:8]([F:10])=[CH:9][N:4]2[N:3]=1, predict the reactants needed to synthesize it. The reactants are: [NH2:1][C:2]1[C:11]([C:12]([NH:14][C:15]2[CH:16]=[N:17][CH:18]=[CH:19][C:20]=2[N:21]2[CH2:26][CH2:25][CH:24]([C:27]([O:29]C(C)(C)C)=[O:28])[CH2:23][CH2:22]2)=[O:13])=[C:5]2[N:6]=[CH:7][C:8]([F:10])=[CH:9][N:4]2[N:3]=1.C(O)(C(F)(F)[F:37])=O. (5) Given the product [CH:16]1([N:15]2[C:9]3[N:10]=[C:11]([NH2:14])[N:12]=[CH:13][C:8]=3[C:7]3[CH:6]=[CH:5][N:4]=[C:3]([F:21])[C:2]2=3)[CH2:20][CH2:19][CH2:18][CH2:17]1, predict the reactants needed to synthesize it. The reactants are: Br[C:2]1[C:3]([F:21])=[N:4][CH:5]=[CH:6][C:7]=1[C:8]1[C:9]([NH:15][CH:16]2[CH2:20][CH2:19][CH2:18][CH2:17]2)=[N:10][C:11]([NH2:14])=[N:12][CH:13]=1.C(=O)([O-])[O-].[Cs+].[Cs+].C1(P(C2C=CC=CC=2)C2C3OC4C(=CC=CC=4P(C4C=CC=CC=4)C4C=CC=CC=4)C(C)(C)C=3C=CC=2)C=CC=CC=1. (6) Given the product [Br:9][C:10]1[CH:22]=[CH:21][C:20]2[C:19]3[C:14](=[CH:15][CH:16]=[CH:17][CH:18]=3)[C:13]([CH2:2][CH2:3][O:4][CH2:5][CH2:6][O:7][CH3:8])([CH2:2][CH2:3][O:4][CH2:5][CH2:6][O:7][CH3:8])[C:12]=2[CH:11]=1, predict the reactants needed to synthesize it. The reactants are: Br[CH2:2][CH2:3][O:4][CH2:5][CH2:6][O:7][CH3:8].[Br:9][C:10]1[CH:22]=[CH:21][C:20]2[C:19]3[C:14](=[CH:15][CH:16]=[CH:17][CH:18]=3)[CH2:13][C:12]=2[CH:11]=1. (7) Given the product [CH2:1]([C:3]1([CH2:7][O:8][C:9]2[CH:10]=[CH:11][C:12]([NH2:15])=[CH:13][CH:14]=2)[CH2:4][O:5][CH2:6]1)[CH3:2], predict the reactants needed to synthesize it. The reactants are: [CH2:1]([C:3]1([CH2:7][O:8][C:9]2[CH:14]=[CH:13][C:12]([N+:15]([O-])=O)=[CH:11][CH:10]=2)[CH2:6][O:5][CH2:4]1)[CH3:2].C1COCC1.CCO.[Cl-].[NH4+]. (8) Given the product [ClH:32].[NH2:8][CH2:9][C@@H:10]([C:29]([OH:31])=[O:30])[NH:11][C:12]([O:14][CH2:15][CH:16]1[C:17]2[CH:18]=[CH:19][CH:20]=[CH:21][C:22]=2[C:23]2[C:28]1=[CH:27][CH:26]=[CH:25][CH:24]=2)=[O:13], predict the reactants needed to synthesize it. The reactants are: C(OC([NH:8][CH2:9][C@H:10]([C:29]([OH:31])=[O:30])[NH:11][C:12]([O:14][CH2:15][CH:16]1[C:28]2[CH:27]=[CH:26][CH:25]=[CH:24][C:23]=2[C:22]2[C:17]1=[CH:18][CH:19]=[CH:20][CH:21]=2)=[O:13])=O)(C)(C)C.[ClH:32]. (9) Given the product [Br:1][C:2]1[C:3]([I:13])=[C:4]([CH:6]=[C:7]([C:9]([F:10])([F:11])[F:12])[CH:8]=1)[NH2:5], predict the reactants needed to synthesize it. The reactants are: [Br:1][C:2]1[CH:3]=[C:4]([CH:6]=[C:7]([C:9]([F:12])([F:11])[F:10])[CH:8]=1)[NH2:5].[I:13]N1C(=O)CCC1=O.